This data is from Forward reaction prediction with 1.9M reactions from USPTO patents (1976-2016). The task is: Predict the product of the given reaction. (1) Given the reactants [CH3:1][O:2][CH2:3][C:4]1[N:8]([CH:9]2[CH2:14][CH2:13][O:12][CH2:11][CH2:10]2)[C:7]2[CH:15]=[CH:16][C:17]([C:19](F)(F)F)=[CH:18][C:6]=2[N:5]=1.[NH2:23][C:24]1[CH:29]=[CH:28][CH:27]=[CH:26][C:25]=1[SH:30].N, predict the reaction product. The product is: [S:30]1[C:25]2[CH:26]=[CH:27][CH:28]=[CH:29][C:24]=2[N:23]=[C:19]1[C:17]1[CH:16]=[CH:15][C:7]2[N:8]([CH:9]3[CH2:14][CH2:13][O:12][CH2:11][CH2:10]3)[C:4]([CH2:3][O:2][CH3:1])=[N:5][C:6]=2[CH:18]=1. (2) Given the reactants C([Li])CCC.CCCCCC.[N:12]1[CH:17]=[CH:16][C:15]([NH:18][C:19](=[O:25])[O:20][C:21]([CH3:24])([CH3:23])[CH3:22])=[CH:14][CH:13]=1.CN(C)CCN(C)C.[B:34](OC)([O:37]C)[O:35]C.[Cl-].[NH4+], predict the reaction product. The product is: [C:21]([O:20][C:19]([NH:18][C:15]1[CH:14]=[CH:13][N:12]=[CH:17][C:16]=1[B:34]([OH:37])[OH:35])=[O:25])([CH3:22])([CH3:24])[CH3:23].